From a dataset of Full USPTO retrosynthesis dataset with 1.9M reactions from patents (1976-2016). Predict the reactants needed to synthesize the given product. (1) Given the product [Cl:1][C:2]1[CH:10]=[C:9]2[C:5]([C:6]([CH2:20][CH:21]([CH3:23])[CH3:22])=[CH:7][N:8]2[C:11]2[S:12][CH:13]=[C:14]([C:16]3[NH:19][CH:26]=[C:25]([C:24]([O:28][CH3:29])=[O:27])[N:17]=3)[N:15]=2)=[CH:4][CH:3]=1, predict the reactants needed to synthesize it. The reactants are: [Cl:1][C:2]1[CH:10]=[C:9]2[C:5]([C:6]([CH2:20][CH:21]([CH3:23])[CH3:22])=[CH:7][N:8]2[C:11]2[S:12][CH:13]=[C:14]([C:16](=[NH:19])[NH:17]O)[N:15]=2)=[CH:4][CH:3]=1.[C:24]([O:28][CH3:29])(=[O:27])[C:25]#[CH:26]. (2) The reactants are: [C:1]([C:4]1[CH:9]=[CH:8][CH:7]=[CH:6][C:5]=1[C:10](=[O:43])[CH2:11][N:12]1[C:21](=[O:22])[C:20]2[N:19]([CH2:23][CH:24]=[C:25]([CH3:27])[CH3:26])[C:18]([N:28]3[CH2:33][CH2:32][CH2:31][CH:30]([NH:34][C:35]([O:37][C:38]([CH3:41])([CH3:40])[CH3:39])=[O:36])[CH2:29]3)=[N:17][C:16]=2[N:15]([CH3:42])[C:13]1=[O:14])([OH:3])=O.C(=O)([O-])[O-].[NH4+].[NH4+].[N:50]1(OC(N(C)C)=[N+](C)C)C2C=CC=CC=2N=N1.F[B-](F)(F)F.OC1C2N=NNC=2C=CC=1. Given the product [OH:43][C:10]1([CH2:11][N:12]2[C:21](=[O:22])[C:20]3[N:19]([CH2:23][CH:24]=[C:25]([CH3:27])[CH3:26])[C:18]([N:28]4[CH2:33][CH2:32][CH2:31][CH:30]([NH:34][C:35]([O:37][C:38]([CH3:39])([CH3:40])[CH3:41])=[O:36])[CH2:29]4)=[N:17][C:16]=3[N:15]([CH3:42])[C:13]2=[O:14])[C:5]2[C:4](=[CH:9][CH:8]=[CH:7][CH:6]=2)[C:1](=[O:3])[NH:50]1, predict the reactants needed to synthesize it. (3) The reactants are: [CH3:1][S:2]([N:5]1[CH2:10][CH2:9][C:8](=O)[CH2:7][CH2:6]1)(=[O:4])=[O:3].[CH3:12][O:13][CH2:14][CH2:15][NH2:16].C(O)(=O)C.C(O[BH-](OC(=O)C)OC(=O)C)(=O)C.[Na+]. Given the product [CH3:1][S:2]([N:5]1[CH2:10][CH2:9][CH:8]([NH:16][CH2:15][CH2:14][O:13][CH3:12])[CH2:7][CH2:6]1)(=[O:4])=[O:3], predict the reactants needed to synthesize it. (4) Given the product [CH2:1]([O:5][C:6]1[CH:7]=[C:8]([CH:12]([F:15])[CH2:13][NH2:14])[CH:9]=[CH:10][CH:11]=1)[CH2:2][CH2:3][CH3:4], predict the reactants needed to synthesize it. The reactants are: [CH2:1]([O:5][C:6]1[CH:7]=[C:8]([CH:12]([F:15])[C:13]#[N:14])[CH:9]=[CH:10][CH:11]=1)[CH2:2][CH2:3][CH3:4]. (5) The reactants are: [CH3:1][C:2]1[CH:3]=[CH:4][C:5]([NH2:8])=[N:6][CH:7]=1.[Cl-].C[Al+]C.[CH3:13][N:14]1[CH:22]=[C:21]2[C:16]([CH:17]=[C:18]([C:37](OC)=[O:38])[CH:19]=[C:20]2[O:23][C:24]2[CH:29]=[N:28][C:27]([C:30]([N:32]3[CH2:36][CH2:35][CH2:34][CH2:33]3)=[O:31])=[CH:26][N:25]=2)=[N:15]1. Given the product [CH3:13][N:14]1[CH:22]=[C:21]2[C:16]([CH:17]=[C:18]([C:37]([NH:8][C:5]3[CH:4]=[CH:3][C:2]([CH3:1])=[CH:7][N:6]=3)=[O:38])[CH:19]=[C:20]2[O:23][C:24]2[CH:29]=[N:28][C:27]([C:30]([N:32]3[CH2:33][CH2:34][CH2:35][CH2:36]3)=[O:31])=[CH:26][N:25]=2)=[N:15]1, predict the reactants needed to synthesize it. (6) Given the product [F:24][CH2:25][C:26]1[CH:33]=[CH:32][C:29]([CH:30]=[N:14][NH:13][C:11]2[CH:12]=[C:7]([N:1]3[CH2:2][CH2:3][O:4][CH2:5][CH2:6]3)[C:8]3[N:9]([CH:15]=[C:16]([C:18]4[CH:23]=[CH:22][N:21]=[CH:20][CH:19]=4)[N:17]=3)[N:10]=2)=[CH:28][CH:27]=1, predict the reactants needed to synthesize it. The reactants are: [N:1]1([C:7]2[C:8]3[N:9]([CH:15]=[C:16]([C:18]4[CH:23]=[CH:22][N:21]=[CH:20][CH:19]=4)[N:17]=3)[N:10]=[C:11]([NH:13][NH2:14])[CH:12]=2)[CH2:6][CH2:5][O:4][CH2:3][CH2:2]1.[F:24][CH2:25][C:26]1[CH:33]=[CH:32][C:29]([CH:30]=O)=[CH:28][CH:27]=1. (7) Given the product [C:1]([C:3]1[CH:4]=[C:5]([CH:9]=[CH:10][C:11]([C:13]2[CH:18]=[CH:17][CH:16]=[C:28]([C:27]([OH:30])=[O:29])[CH:14]=2)=[O:12])[CH:6]=[CH:7][CH:8]=1)([OH:21])=[O:26], predict the reactants needed to synthesize it. The reactants are: [C:1]([C:3]1[CH:4]=[C:5]([CH:9]=[CH:10][C:11]([C:13]2[CH:18]=[CH:17][CH:16]=C(C#N)[CH:14]=2)=[O:12])[CH:6]=[CH:7][CH:8]=1)#N.[OH:21]S(O)(=O)=O.[OH2:26].[C:27]([OH:30])(=[O:29])[CH3:28].